Dataset: Forward reaction prediction with 1.9M reactions from USPTO patents (1976-2016). Task: Predict the product of the given reaction. Given the reactants Cl[C:2]([O:4][C:5]1[CH:10]=[CH:9][CH:8]=[CH:7][CH:6]=1)=[O:3].[F:11][C:12]1[CH:13]=[N:14][CH:15]=[CH:16][C:17]=1[NH2:18].N1C=CC=CC=1, predict the reaction product. The product is: [F:11][C:12]1[CH:13]=[N:14][CH:15]=[CH:16][C:17]=1[NH:18][C:2](=[O:3])[O:4][C:5]1[CH:10]=[CH:9][CH:8]=[CH:7][CH:6]=1.